From a dataset of Forward reaction prediction with 1.9M reactions from USPTO patents (1976-2016). Predict the product of the given reaction. (1) Given the reactants [C:1]([O:5][C:6]([N:8]1[CH2:13][CH2:12][N:11]([CH2:14][C:15]2[C:20]([O:21][C:22]([F:25])([F:24])[F:23])=[CH:19][C:18]([C:26]([O:28][CH2:29][CH3:30])=[O:27])=[C:17](N)[C:16]=2[Cl:32])[CH2:10][CH2:9]1)=[O:7])([CH3:4])([CH3:3])[CH3:2].C(OC(=O)C1C=CC(C=O)=C(C(F)(F)F)C=1)C, predict the reaction product. The product is: [C:1]([O:5][C:6]([N:8]1[CH2:13][CH2:12][N:11]([CH2:14][C:15]2[C:20]([O:21][C:22]([F:24])([F:23])[F:25])=[CH:19][C:18]([C:26]([O:28][CH2:29][CH3:30])=[O:27])=[CH:17][C:16]=2[Cl:32])[CH2:10][CH2:9]1)=[O:7])([CH3:4])([CH3:3])[CH3:2]. (2) Given the reactants [C:1]([NH:14][C:15]1[CH:29]=[CH:28][C:18]([C:19]([NH:21][C:22]2[CH:27]=[CH:26][CH:25]=[CH:24][N:23]=2)=[O:20])=[CH:17][CH:16]=1)(=[O:13])[CH2:2][CH2:3][CH2:4][CH2:5][CH2:6][CH2:7][CH2:8][CH2:9][CH2:10][CH2:11][CH3:12].[C:30](Cl)(=O)[CH2:31][CH2:32][CH2:33][CH2:34][CH2:35][CH2:30][CH2:31][CH2:32][CH2:33][CH2:34][CH3:35], predict the reaction product. The product is: [N:23]1[CH:24]=[CH:25][CH:26]=[CH:27][C:22]=1[NH:21][C:19](=[O:20])[C:18]1[CH:28]=[CH:29][C:15]([NH:14][C:1](=[O:13])[CH2:2][CH2:3][CH2:4][CH2:5][CH2:6][CH2:7][CH2:8][CH2:9][CH2:10][CH2:11][CH2:12][CH2:30][CH2:31][CH2:32][CH2:33][CH2:34][CH3:35])=[CH:16][CH:17]=1. (3) Given the reactants [Cl:1][C:2]1[CH:3]=[C:4]2[C:9](=[C:10]([N+:12]([O-])=O)[CH:11]=1)[N:8]=[CH:7][CH:6]=[CH:5]2, predict the reaction product. The product is: [Cl:1][C:2]1[CH:3]=[C:4]2[C:9](=[C:10]([NH2:12])[CH:11]=1)[N:8]=[CH:7][CH:6]=[CH:5]2.